Dataset: Forward reaction prediction with 1.9M reactions from USPTO patents (1976-2016). Task: Predict the product of the given reaction. (1) Given the reactants [CH3:1][O:2][C:3]1[CH:8]=[CH:7][N:6]=[CH:5][C:4]=1[N+:9]([O-])=O.NC1C2N=C(CO)NC=2C=CC=1, predict the reaction product. The product is: [CH3:1][O:2][C:3]1[CH:8]=[CH:7][N:6]=[CH:5][C:4]=1[NH2:9]. (2) Given the reactants [NH2:1][C@H:2]1[C:13](=[O:14])[O:12][CH2:11][C@@H:10]([C:15]2[CH:20]=[CH:19][CH:18]=[CH:17][CH:16]=2)[NH:9][C:8](=[O:21])[CH2:7][CH2:6][CH:5]=[CH:4][CH2:3]1.Br[CH2:23][CH2:24][O:25][CH2:26][CH2:27]Br.C(=O)([O-])[O-].[Na+].[Na+].[I-].[Na+], predict the reaction product. The product is: [O:25]1[CH2:26][CH2:27][N:1]([C@H:2]2[C:13](=[O:14])[O:12][CH2:11][C@@H:10]([C:15]3[CH:20]=[CH:19][CH:18]=[CH:17][CH:16]=3)[NH:9][C:8](=[O:21])[CH2:7][CH2:6][CH:5]=[CH:4][CH2:3]2)[CH2:23][CH2:24]1. (3) Given the reactants [F:1][C:2]([F:12])([F:11])[C:3]1[CH:10]=[CH:9][C:6]([CH:7]=O)=[CH:5][CH:4]=1.[NH2:13][C:14]1[CH:19]=[CH:18][CH:17]=[C:16]([CH3:20])[N:15]=1.[OH:21][C:22]1[CH:23]=[CH:24][CH:25]=[C:26]2[C:31]=1[N:30]=[CH:29][CH:28]=[CH:27]2, predict the reaction product. The product is: [CH3:20][C:16]1[N:15]=[C:14]([NH:13][CH:7]([C:6]2[CH:9]=[CH:10][C:3]([C:2]([F:12])([F:11])[F:1])=[CH:4][CH:5]=2)[C:23]2[C:22]([OH:21])=[C:31]3[C:26]([CH:27]=[CH:28][CH:29]=[N:30]3)=[CH:25][CH:24]=2)[CH:19]=[CH:18][CH:17]=1. (4) Given the reactants C1(P(C2C=CC=CC=2)C2C=CC=CC=2)C=CC=CC=1.II.[Si]([O:29][C:30]1[CH:63]=[CH:62][C:33]([C:34]([NH:36][NH:37][C:38](=O)[C@H:39]([NH:50][C:51]2[CH:56]=[CH:55][C:54]([C:57]#[N:58])=[C:53]([Cl:59])[C:52]=2[CH3:60])[C@H:40]([O:42][Si:43]([C:46]([CH3:49])([CH3:48])[CH3:47])([CH3:45])[CH3:44])[CH3:41])=[O:35])=[CH:32][C:31]=1[Cl:64])(C(C)(C)C)(C)C, predict the reaction product. The product is: [Si:43]([O:42][C@H:40]([CH3:41])[C@@H:39]([NH:50][C:51]1[CH:56]=[CH:55][C:54]([C:57]#[N:58])=[C:53]([Cl:59])[C:52]=1[CH3:60])[C:38]1[O:35][C:34]([C:33]2[CH:62]=[CH:63][C:30]([OH:29])=[C:31]([Cl:64])[CH:32]=2)=[N:36][N:37]=1)([C:46]([CH3:48])([CH3:47])[CH3:49])([CH3:44])[CH3:45].